This data is from Catalyst prediction with 721,799 reactions and 888 catalyst types from USPTO. The task is: Predict which catalyst facilitates the given reaction. (1) Reactant: [Si:1]([O:8][CH2:9][CH2:10][CH2:11][N:12]1[C:16]2[N:17]=[CH:18][N:19]=[C:20]([NH2:21])[C:15]=2[C:14]([C:22]2[CH:27]=[CH:26][C:25]([CH3:28])=[CH:24][CH:23]=2)=[CH:13]1)([C:4]([CH3:7])([CH3:6])[CH3:5])([CH3:3])[CH3:2].[Br:29]N1C(=O)CCC1=O. Product: [Br:29][C:13]1[N:12]([CH2:11][CH2:10][CH2:9][O:8][Si:1]([C:4]([CH3:6])([CH3:7])[CH3:5])([CH3:3])[CH3:2])[C:16]2[N:17]=[CH:18][N:19]=[C:20]([NH2:21])[C:15]=2[C:14]=1[C:22]1[CH:27]=[CH:26][C:25]([CH3:28])=[CH:24][CH:23]=1. The catalyst class is: 31. (2) Reactant: FC(F)(F)C(O)=O.O.[Cl:9][CH2:10][C@@H:11]1[C:19]2[C:18]3[CH:20]=[CH:21][CH:22]=[CH:23][C:17]=3[C:16]([NH:24][C:25](=[O:38])[CH2:26][CH2:27][CH2:28][CH2:29][CH2:30][N:31]3[C:35](=[O:36])[CH:34]=[CH:33][C:32]3=[O:37])=[CH:15][C:14]=2[N:13](C(OC(C)(C)C)=O)[CH2:12]1.C([O-])(O)=O.[Na+]. Product: [Cl:9][CH2:10][C@@H:11]1[C:19]2[C:18]3[CH:20]=[CH:21][CH:22]=[CH:23][C:17]=3[C:16]([NH:24][C:25](=[O:38])[CH2:26][CH2:27][CH2:28][CH2:29][CH2:30][N:31]3[C:35](=[O:36])[CH:34]=[CH:33][C:32]3=[O:37])=[CH:15][C:14]=2[NH:13][CH2:12]1. The catalyst class is: 2. (3) Reactant: Cl[C:2]1[N:3]=[C:4]([C:16]2[C:24]3[C:19](=[N:20][C:21]([CH3:25])=[CH:22][CH:23]=3)[N:18]([CH2:26][O:27][CH2:28][CH2:29][Si:30]([CH3:33])([CH3:32])[CH3:31])[N:17]=2)[N:5]=[N:6][C:7]=1[C:8]1([C:11](OCC)=[O:12])[CH2:10][CH2:9]1.[NH3:34]. Product: [CH3:25][C:21]1[N:20]=[C:19]2[N:18]([CH2:26][O:27][CH2:28][CH2:29][Si:30]([CH3:31])([CH3:33])[CH3:32])[N:17]=[C:16]([C:4]3[N:5]=[N:6][C:7]4[C:8]5([CH2:10][CH2:9]5)[C:11](=[O:12])[NH:34][C:2]=4[N:3]=3)[C:24]2=[CH:23][CH:22]=1. The catalyst class is: 10. (4) Reactant: [Cl:1][C:2]1[CH:3]=[C:4]([CH:7]=[C:8]([Cl:27])[C:9]=1[O:10][C:11]1[CH:16]=[CH:15][C:14]([O:17]C)=[C:13]([C:19]([N:21]2[CH2:26][CH2:25][CH2:24][CH2:23][CH2:22]2)=[O:20])[CH:12]=1)[C:5]#[N:6].B(Br)(Br)Br.C(=O)(O)[O-].[Na+]. Product: [Cl:27][C:8]1[CH:7]=[C:4]([CH:3]=[C:2]([Cl:1])[C:9]=1[O:10][C:11]1[CH:16]=[CH:15][C:14]([OH:17])=[C:13]([C:19]([N:21]2[CH2:26][CH2:25][CH2:24][CH2:23][CH2:22]2)=[O:20])[CH:12]=1)[C:5]#[N:6]. The catalyst class is: 6.